This data is from Full USPTO retrosynthesis dataset with 1.9M reactions from patents (1976-2016). The task is: Predict the reactants needed to synthesize the given product. Given the product [CH3:3][O:4][C:5]([C:7]1[N:8]([CH3:20])[C:9]([C:13]2[CH:14]=[CH:15][C:16]([Cl:19])=[CH:17][CH:18]=2)=[C:10]([CH3:12])[CH:11]=1)=[O:6], predict the reactants needed to synthesize it. The reactants are: [H-].[Na+].[CH3:3][O:4][C:5]([C:7]1[NH:8][C:9]([C:13]2[CH:18]=[CH:17][C:16]([Cl:19])=[CH:15][CH:14]=2)=[C:10]([CH3:12])[CH:11]=1)=[O:6].[CH3:20]I.